This data is from Forward reaction prediction with 1.9M reactions from USPTO patents (1976-2016). The task is: Predict the product of the given reaction. (1) Given the reactants C(N(CC)CC)C.[N:8]1[CH:9]=[C:10]([CH:17]=[O:18])[N:11]2[CH:16]=[CH:15][CH:14]=[CH:13][C:12]=12.[CH:19](=[N:26][C:27]1[CH:32]=[CH:31][CH:30]=[C:29]([O:33][CH3:34])[CH:28]=1)[C:20]1[CH:25]=[CH:24][CH:23]=[CH:22][CH:21]=1, predict the reaction product. The product is: [N:8]1[CH:9]=[C:10]([C:17](=[O:18])[CH:19]([NH:26][C:27]2[CH:32]=[CH:31][CH:30]=[C:29]([O:33][CH3:34])[CH:28]=2)[C:20]2[CH:21]=[CH:22][CH:23]=[CH:24][CH:25]=2)[N:11]2[CH:16]=[CH:15][CH:14]=[CH:13][C:12]=12. (2) Given the reactants [CH3:1][O:2][C:3]([C:5]1[S:6][C:7]([C:30]#[C:31][C:32]([CH3:35])([CH3:34])[CH3:33])=[CH:8][C:9]=1[N:10]([CH:20]1[CH2:29][CH2:28][C:23]2(OCC[O:24]2)[CH2:22][CH2:21]1)[C:11]([C@@H:13]1[CH2:18][CH2:17][C:16]([CH3:19])=[CH:15][CH2:14]1)=[O:12])=[O:4].Cl.C(OCC)(=O)C, predict the reaction product. The product is: [CH3:1][O:2][C:3]([C:5]1[S:6][C:7]([C:30]#[C:31][C:32]([CH3:35])([CH3:34])[CH3:33])=[CH:8][C:9]=1[N:10]([C:11]([C@@H:13]1[CH2:18][CH2:17][C:16]([CH3:19])=[CH:15][CH2:14]1)=[O:12])[CH:20]1[CH2:21][CH2:22][C:23](=[O:24])[CH2:28][CH2:29]1)=[O:4]. (3) Given the reactants [CH3:1][C:2]1[CH:3]=[C:4]([CH:28]=[C:29]([CH3:31])[CH:30]=1)[CH2:5][S:6][C:7]1[N:16]([CH2:17][CH2:18][CH2:19][OH:20])[C:15](=[O:21])[C:14]2[C:9](=[C:10]([O:26][CH3:27])[C:11]([O:24][CH3:25])=[C:12]([O:22][CH3:23])[CH:13]=2)[N:8]=1.C(N(CC)CC)C.[CH3:39][S:40](Cl)(=[O:42])=[O:41].O, predict the reaction product. The product is: [CH3:31][C:29]1[CH:28]=[C:4]([CH:3]=[C:2]([CH3:1])[CH:30]=1)[CH2:5][S:6][C:7]1[N:16]([CH2:17][CH2:18][CH2:19][O:20][S:40]([CH3:39])(=[O:42])=[O:41])[C:15](=[O:21])[C:14]2[C:9](=[C:10]([O:26][CH3:27])[C:11]([O:24][CH3:25])=[C:12]([O:22][CH3:23])[CH:13]=2)[N:8]=1. (4) Given the reactants [H-].[H-].[H-].[H-].[Li+].[Al+3].[Al+3].[Cl-].[Cl-].[Cl-].[CH2:11]1[C:15]2([NH:24][C:18]3([CH2:23][CH2:22][CH2:21][CH2:20][CH2:19]3)[O:17][CH2:16]2)[CH2:14][CH2:13][CH2:12]1.[OH-].[Na+], predict the reaction product. The product is: [CH:18]1([NH:24][C:15]2([CH2:16][OH:17])[CH2:14][CH2:13][CH2:12][CH2:11]2)[CH2:19][CH2:20][CH2:21][CH2:22][CH2:23]1. (5) Given the reactants [CH3:1][O:2][C:3]1[CH:4]=[C:5]2[O:9][C:8]([C:10]3[N:11]=[C:12]4[N:16]([CH:17]=3)[N:15]=[C:14]([O:18][CH3:19])[S:13]4)=[CH:7][C:6]2=[C:20]([OH:22])[CH:21]=1.[F:23][C:24]1[CH:29]=[C:28]([C:30]2[N:35]=[C:34]([CH2:36]O)[CH:33]=[CH:32][N:31]=2)[CH:27]=[CH:26][N:25]=1.C(P(CCCC)CCCC)CCC.N(C(N1CCCCC1)=O)=NC(N1CCCCC1)=O, predict the reaction product. The product is: [F:23][C:24]1[CH:29]=[C:28]([C:30]2[N:35]=[C:34]([CH2:36][O:22][C:20]3[C:6]4[CH:7]=[C:8]([C:10]5[N:11]=[C:12]6[N:16]([CH:17]=5)[N:15]=[C:14]([O:18][CH3:19])[S:13]6)[O:9][C:5]=4[CH:4]=[C:3]([O:2][CH3:1])[CH:21]=3)[CH:33]=[CH:32][N:31]=2)[CH:27]=[CH:26][N:25]=1. (6) Given the reactants N1(C([O-])=O)CCCCC1.Cl[C:11]1[N:16]=[CH:15][C:14]([C:17]2[O:21][C:20]([NH:22][CH:23]3[CH2:28][CH2:27][N:26]([C:29]([O:31][C:32]([CH3:35])([CH3:34])[CH3:33])=[O:30])[CH2:25][CH2:24]3)=[N:19][N:18]=2)=[C:13]([NH:36][CH:37]([CH3:39])[CH3:38])[CH:12]=1.[NH2:40][C:41]1[CH:49]=[CH:48][C:44]2[N:45]=[CH:46][S:47][C:43]=2[CH:42]=1.CC1(C)C2C(=C(P(C3C=CC=CC=3)C3C=CC=CC=3)C=CC=2)OC2C(P(C3C=CC=CC=3)C3C=CC=CC=3)=CC=CC1=2.C([O-])([O-])=O.[Na+].[Na+], predict the reaction product. The product is: [S:47]1[C:43]2[CH:42]=[C:41]([NH:40][C:11]3[N:16]=[CH:15][C:14]([C:17]4[O:21][C:20]([NH:22][CH:23]5[CH2:28][CH2:27][N:26]([C:29]([O:31][C:32]([CH3:35])([CH3:34])[CH3:33])=[O:30])[CH2:25][CH2:24]5)=[N:19][N:18]=4)=[C:13]([NH:36][CH:37]([CH3:39])[CH3:38])[CH:12]=3)[CH:49]=[CH:48][C:44]=2[N:45]=[CH:46]1.